Predict the reactants needed to synthesize the given product. From a dataset of Full USPTO retrosynthesis dataset with 1.9M reactions from patents (1976-2016). (1) Given the product [Cl:1][C:2]1[N:3]=[C:4]([N:26]2[CH:30]=[CH:29][CH:28]=[N:27]2)[C:5](=[O:25])[NH:6][C:7]=1[C:8]1[C:13]([F:14])=[CH:12][CH:11]=[CH:10][C:9]=1[F:15], predict the reactants needed to synthesize it. The reactants are: [Cl:1][C:2]1[N:3]=[C:4]([N:26]2[CH:30]=[CH:29][CH:28]=[N:27]2)[C:5](=[O:25])[N:6](CC2C=CC(OC)=CC=2)[C:7]=1[C:8]1[C:13]([F:14])=[CH:12][CH:11]=[CH:10][C:9]=1[F:15].FC(F)(F)C(O)=O. (2) Given the product [CH2:1]([O:8][C:9](=[O:10])[NH:11][C@@H:12]1[C@@:19]2([CH3:23])[C:20]([CH3:22])([CH3:21])[C@H:16]([CH2:17][CH2:18]2)[CH2:15][N:14]2[C:24](=[O:34])[C:25]([OH:33])=[C:26]([C:28](=[O:29])[NH:43][CH2:42][C:39]3[CH:40]=[CH:41][C:36]([F:35])=[CH:37][CH:38]=3)[N:27]=[C:13]12)[C:2]1[CH:3]=[CH:4][CH:5]=[CH:6][CH:7]=1, predict the reactants needed to synthesize it. The reactants are: [CH2:1]([O:8][C:9]([NH:11][CH:12]1[C@@:19]2([CH3:23])[C:20]([CH3:22])([CH3:21])[C@H:16]([CH2:17][CH2:18]2)[CH2:15][N:14]2[C:24](=[O:34])[C:25]([OH:33])=[C:26]([C:28](OCC)=[O:29])[N:27]=[C:13]12)=[O:10])[C:2]1[CH:7]=[CH:6][CH:5]=[CH:4][CH:3]=1.[F:35][C:36]1[CH:41]=[CH:40][C:39]([CH2:42][NH2:43])=[CH:38][CH:37]=1.CCN(CC)CC.